This data is from Full USPTO retrosynthesis dataset with 1.9M reactions from patents (1976-2016). The task is: Predict the reactants needed to synthesize the given product. (1) The reactants are: [C:1]1([CH3:19])[CH:6]=[C:5]([CH3:7])[CH:4]=[C:3]([CH3:8])[C:2]=1[C:9](=[O:18])[CH2:10][S:11][C:12]1[CH:17]=[CH:16][CH:15]=[CH:14][N:13]=1.C1C=C(Cl)C=C(C(OO)=[O:28])C=1. Given the product [C:1]1([CH3:19])[CH:6]=[C:5]([CH3:7])[CH:4]=[C:3]([CH3:8])[C:2]=1[C:9](=[O:18])[CH2:10][S:11]([C:12]1[CH:17]=[CH:16][CH:15]=[CH:14][N:13]=1)=[O:28], predict the reactants needed to synthesize it. (2) Given the product [OH2:1].[F:3][C:4]1([F:12])[CH2:7][CH:6]([CH2:8][N+:9]([O-:1])([CH3:11])[CH3:10])[CH2:5]1, predict the reactants needed to synthesize it. The reactants are: [OH:1]O.[F:3][C:4]1([F:12])[CH2:7][CH:6]([CH2:8][N:9]([CH3:11])[CH3:10])[CH2:5]1.O=O. (3) Given the product [C:17]([OH:23])([C:19]([F:22])([F:21])[F:20])=[O:18].[CH:24]([Cl:27])([Cl:26])[Cl:25], predict the reactants needed to synthesize it. The reactants are: N(C1COC(CC(OC)OC)OC1)=[N+]=[N-].O.[C:17]([OH:23])([C:19]([F:22])([F:21])[F:20])=[O:18].[CH:24]([Cl:27])([Cl:26])[Cl:25]. (4) Given the product [N+:10]([C:8]1[CH:9]=[C:4]2[C:5]([CH2:26][CH2:27][N:58]([CH2:55][CH2:43][CH2:44][N:49]3[CH2:54][CH2:53][CH2:37][C:38]3=[O:40])[C:3]2=[O:31])=[CH:6][C:7]=1[N:13]1[CH2:18][CH2:17][N:16]([C:19]2[CH:24]=[CH:23][CH:22]=[CH:21][C:20]=2[CH3:25])[CH2:15][CH2:14]1)([O-:12])=[O:11], predict the reactants needed to synthesize it. The reactants are: CO[C:3](=[O:31])[C:4]1[CH:9]=[C:8]([N+:10]([O-:12])=[O:11])[C:7]([N:13]2[CH2:18][CH2:17][N:16]([C:19]3[CH:24]=[CH:23][CH:22]=[CH:21][C:20]=3[CH3:25])[CH2:15][CH2:14]2)=[CH:6][C:5]=1/[CH:26]=[CH:27]/OCC.ClCCCl.F[C:37](F)(F)[C:38]([OH:40])=O.[C:43]1([CH3:55])C=CC=C[C:44]=1[N:49]1[CH2:54][CH2:53]NCC1.C([N:58](CC)CC)C.C(O[BH-](OC(=O)C)OC(=O)C)(=O)C.[Na+]. (5) Given the product [ClH:43].[ClH:43].[ClH:43].[NH2:29][C@@H:25]1[CH2:26][CH2:27][CH2:28][N:23]([C:20]2[N:21]=[CH:22][C:17]([NH:16][C:15]3[C:14]4[C:9](=[CH:10][CH:11]=[C:12]([C:37]5[CH:38]=[C:39]([Cl:45])[C:40]([OH:44])=[C:41]([Cl:43])[CH:42]=5)[N:13]=4)[N:8]=[CH:7][C:6]=3[C:4](=[O:5])[CH2:1][CH3:2])=[CH:18][CH:19]=2)[CH2:24]1, predict the reactants needed to synthesize it. The reactants are: [CH:1]1([C:4]([C:6]2[CH:7]=[N:8][C:9]3[C:14]([C:15]=2[NH:16][C:17]2[CH:18]=[CH:19][C:20]([N:23]4[CH2:28][CH2:27][CH2:26][C@@H:25]([NH:29]C(=O)OC(C)(C)C)[CH2:24]4)=[N:21][CH:22]=2)=[N:13][C:12]([C:37]2[CH:42]=[C:41]([Cl:43])[C:40]([OH:44])=[C:39]([Cl:45])[CH:38]=2)=[CH:11][CH:10]=3)=[O:5])C[CH2:2]1.C(O)(C(F)(F)F)=O. (6) Given the product [O:28]1[CH:29]=[C:25]([CH2:24][N:4]([CH2:3][C:2]([F:17])([F:18])[F:1])[C:5]2[CH:12]=[CH:11][C:8]([C:9]#[N:10])=[C:7]([C:13]([F:16])([F:14])[F:15])[CH:6]=2)[N:26]=[CH:27]1, predict the reactants needed to synthesize it. The reactants are: [F:1][C:2]([F:18])([F:17])[CH2:3][NH:4][C:5]1[CH:12]=[CH:11][C:8]([C:9]#[N:10])=[C:7]([C:13]([F:16])([F:15])[F:14])[CH:6]=1.CS(O[CH2:24][C:25]1[N:26]=[CH:27][O:28][CH:29]=1)(=O)=O.C([O-])([O-])=O.[Cs+].[Cs+]. (7) Given the product [NH2:1][C:2]1[C:3]([N+:13]([O-:15])=[O:14])=[C:4]([CH:9]=[C:10]([N:16]2[CH2:21][CH2:20][O:19][CH2:18][CH2:17]2)[CH:11]=1)[C:5]([O:7][CH3:8])=[O:6], predict the reactants needed to synthesize it. The reactants are: [NH2:1][C:2]1[C:3]([N+:13]([O-:15])=[O:14])=[C:4]([CH:9]=[C:10](Cl)[CH:11]=1)[C:5]([O:7][CH3:8])=[O:6].[NH:16]1[CH2:21][CH2:20][O:19][CH2:18][CH2:17]1.C([O-])([O-])=O.[K+].[K+].O. (8) The reactants are: [CH:1]1([NH:4][CH:5]2[C:14]3[N:13]=[CH:12][CH:11]=[CH:10][C:9]=3[CH2:8][CH2:7][CH2:6]2)[CH2:3][CH2:2]1.[CH3:15][N:16]1[CH2:21][CH2:20][N:19]([C:22]2[N:27]3[CH:28]=[C:29]([CH:31]=O)[N:30]=[C:26]3[CH:25]=[CH:24][CH:23]=2)[CH2:18][CH2:17]1. Given the product [CH:1]1([N:4]([CH2:31][C:29]2[N:30]=[C:26]3[CH:25]=[CH:24][CH:23]=[C:22]([N:19]4[CH2:18][CH2:17][N:16]([CH3:15])[CH2:21][CH2:20]4)[N:27]3[CH:28]=2)[CH:5]2[C:14]3[N:13]=[CH:12][CH:11]=[CH:10][C:9]=3[CH2:8][CH2:7][CH2:6]2)[CH2:2][CH2:3]1, predict the reactants needed to synthesize it. (9) Given the product [ClH:1].[NH2:44][CH2:43][CH2:42][C:40]1[S:41][C:37]([C:34]2[CH:35]=[CH:36][C:31]([NH:30][C:29]([NH:28][C:21]3[CH:22]=[C:23]([F:27])[C:24]([F:26])=[CH:25][C:20]=3[F:19])=[O:52])=[CH:32][CH:33]=2)=[CH:38][N:39]=1, predict the reactants needed to synthesize it. The reactants are: [ClH:1].[N+](C1C=CC(C2SC(CCN)=NC=2)=CC=1)([O-])=O.[F:19][C:20]1[CH:25]=[C:24]([F:26])[C:23]([F:27])=[CH:22][C:21]=1[NH:28][C:29](=[O:52])[NH:30][C:31]1[CH:36]=[CH:35][C:34]([C:37]2[S:41][C:40]([CH2:42][CH2:43][NH:44]C(=O)OC(C)(C)C)=[N:39][CH:38]=2)=[CH:33][CH:32]=1.Cl.